The task is: Predict the reactants needed to synthesize the given product.. This data is from Full USPTO retrosynthesis dataset with 1.9M reactions from patents (1976-2016). (1) Given the product [C:1]([O:5][C:6]([N:8]1[CH2:13][C:12]([CH3:15])([CH3:14])[CH2:11][CH2:10][CH:9]1[CH2:16][NH2:17])=[O:7])([CH3:4])([CH3:3])[CH3:2], predict the reactants needed to synthesize it. The reactants are: [C:1]([O:5][C:6]([N:8]1[CH2:13][C:12]([CH3:15])([CH3:14])[CH2:11][CH2:10][CH:9]1[CH2:16][NH:17]C(=O)C(F)(F)F)=[O:7])([CH3:4])([CH3:3])[CH3:2].C(=O)([O-])[O-].[Na+].[Na+].C(=O)([O-])[O-].[K+].[K+]. (2) Given the product [CH:17]([Si:6]([CH:3]([CH3:5])[CH3:4])([CH:14]([CH3:16])[CH3:15])[C:7]1[O:8][C:9]([CH2:12][OH:13])=[CH:10][N:11]=1)([CH3:19])[CH3:18], predict the reactants needed to synthesize it. The reactants are: B.[Na].[CH:3]([Si:6]([CH:17]([CH3:19])[CH3:18])([CH:14]([CH3:16])[CH3:15])[C:7]1[O:8][C:9]([CH:12]=[O:13])=[CH:10][N:11]=1)([CH3:5])[CH3:4]. (3) Given the product [CH2:1]([C@@H:8]([C:9]([NH:33][C:29]1[S:30][C:31]([F:32])=[C:27]([C:22]2[CH:23]=[CH:24][CH:25]=[CH:26][C:21]=2[Cl:20])[N:28]=1)=[O:11])[CH2:12][C:13]([OH:15])=[O:14])[C:2]1[CH:3]=[CH:4][CH:5]=[CH:6][CH:7]=1, predict the reactants needed to synthesize it. The reactants are: [CH2:1]([C@H:8]([CH2:12][C:13]([O:15]C(C)(C)C)=[O:14])[C:9]([OH:11])=O)[C:2]1[CH:7]=[CH:6][CH:5]=[CH:4][CH:3]=1.[Cl:20][C:21]1[CH:26]=[CH:25][CH:24]=[CH:23][C:22]=1[C:27]1[N:28]=[C:29]([NH2:33])[S:30][C:31]=1[F:32].ClC1C=CC=CC=1C1N=C(N)SC=1. (4) Given the product [Cl:9][CH2:10][C:11]([C:5]1[S:1][C:2]2[CH:8]=[CH:7][S:6][C:3]=2[CH:4]=1)=[O:12], predict the reactants needed to synthesize it. The reactants are: [S:1]1[CH:5]=[CH:4][C:3]2[S:6][CH:7]=[CH:8][C:2]1=2.[Cl:9][CH2:10][C:11](Cl)=[O:12].O.Cl. (5) Given the product [CH2:1]1[C:26]2([CH2:27][CH2:28][N:23]([C:21]([O:20][CH2:13][C:14]3[CH:15]=[CH:16][CH:17]=[CH:18][CH:19]=3)=[O:22])[CH2:24][CH2:25]2)[CH2:29]1, predict the reactants needed to synthesize it. The reactants are: [CH2:1]([Zn]CC)C.FC(F)(F)C(O)=O.[CH2:13]([O:20][C:21]([N:23]1[CH2:28][CH2:27][C:26](=[CH2:29])[CH2:25][CH2:24]1)=[O:22])[C:14]1[CH:19]=[CH:18][CH:17]=[CH:16][CH:15]=1.C(=O)(O)[O-].[Na+]. (6) Given the product [C:4]([O:3][C:1]([N:8]1[CH2:15][C@H:14]([O:16][C:18]2[C:27]([C:28]3[S:29][C:30]4[CH:31]=[CH:32][CH:43]=[CH:42][C:41]=4[N:40]=3)=[N:26][C:25]3[C:20](=[CH:21][CH:22]=[CH:23][CH:24]=3)[N:19]=2)[CH2:13][C@H:9]1[C:10]([OH:12])=[O:11])=[O:2])([CH3:7])([CH3:6])[CH3:5], predict the reactants needed to synthesize it. The reactants are: [C:1]([N:8]1[CH2:15][C@H:14]([OH:16])[CH2:13][C@H:9]1[C:10]([OH:12])=[O:11])([O:3][C:4]([CH3:7])([CH3:6])[CH3:5])=[O:2].Cl[C:18]1[C:27]([C:28]2[S:29][CH:30]=[CH:31][CH:32]=2)=[N:26][C:25]2[C:20](=[CH:21][CH:22]=[CH:23][CH:24]=2)[N:19]=1.CC(C)([O-])C.[Na+].C[N:40]1C(=O)[CH2:43][CH2:42][CH2:41]1. (7) Given the product [Cl:10][C:6]1[CH:5]=[N:4][CH:3]=[C:2]([S:16][C:12]2[NH:11][CH:15]=[CH:14][N:13]=2)[C:7]=1[CH:8]=[O:9], predict the reactants needed to synthesize it. The reactants are: Cl[C:2]1[CH:3]=[N:4][CH:5]=[C:6]([Cl:10])[C:7]=1[CH:8]=[O:9].[NH:11]1[CH:15]=[CH:14][N:13]=[C:12]1[SH:16].C([O-])([O-])=O.[Cs+].[Cs+].